This data is from Forward reaction prediction with 1.9M reactions from USPTO patents (1976-2016). The task is: Predict the product of the given reaction. (1) Given the reactants Cl.[CH3:2][C:3]1[N:7]=[C:6]([CH:8]2[CH2:13][CH2:12][CH2:11][NH:10][CH2:9]2)[S:5][N:4]=1.[C:14](=O)([O-])[O-].[K+].[K+].Cl.Cl.CCO, predict the reaction product. The product is: [CH3:2][C:3]1[N:7]=[C:6]([CH:8]2[CH2:13][CH2:12][CH2:11][N:10]([CH3:14])[CH2:9]2)[S:5][N:4]=1. (2) Given the reactants COC1C=C2C(=CC=1)C(=O)C(C)C2.[CH3:14][O:15][C:16]1[CH:27]=[CH:26][C:19]([CH2:20][CH:21]([CH3:25])[C:22]([OH:24])=O)=[CH:18][CH:17]=1, predict the reaction product. The product is: [CH3:14][O:15][C:16]1[CH:17]=[C:18]2[C:19]([CH2:20][CH:21]([CH3:25])[C:22]2=[O:24])=[CH:26][CH:27]=1. (3) Given the reactants [CH3:1][C:2]1[CH:7]=[CH:6][CH:5]=[CH:4][C:3]=1/[CH:8]=[CH:9]/[C:10]([O:12][CH2:13][CH3:14])=[O:11].C1C(=O)N([Br:22])C(=O)C1, predict the reaction product. The product is: [Br:22][CH2:1][C:2]1[CH:7]=[CH:6][CH:5]=[CH:4][C:3]=1/[CH:8]=[CH:9]/[C:10]([O:12][CH2:13][CH3:14])=[O:11]. (4) Given the reactants Cl[C:2]1[C:7]([C:8]#[C:9][C:10]2[CH:11]=[N:12][C:13]([NH2:16])=[CH:14][CH:15]=2)=[C:6]([CH3:17])[N:5]=[CH:4][N:3]=1.[C:18]([O:22][C:23](=[O:32])[NH:24][CH2:25][CH:26]1[CH2:31][CH2:30][NH:29][CH2:28][CH2:27]1)([CH3:21])([CH3:20])[CH3:19].CCN(C(C)C)C(C)C, predict the reaction product. The product is: [C:18]([O:22][C:23](=[O:32])[NH:24][CH2:25][CH:26]1[CH2:27][CH2:28][N:29]([C:2]2[C:7]([C:8]#[C:9][C:10]3[CH:11]=[N:12][C:13]([NH2:16])=[CH:14][CH:15]=3)=[C:6]([CH3:17])[N:5]=[CH:4][N:3]=2)[CH2:30][CH2:31]1)([CH3:21])([CH3:19])[CH3:20]. (5) Given the reactants [Cl:1][C:2]1[CH:3]=[C:4]([CH:7]=[C:8]([NH:13][CH2:14][C:15]2([CH3:31])[CH2:30][CH2:29][CH2:28][C:17]3([O:21][C:20](=[O:22])[N:19]([CH2:23][C:24]([CH3:27])([CH3:26])[CH3:25])[CH2:18]3)[CH2:16]2)[C:9]=1[N+:10]([O-])=O)[C:5]#[N:6].[CH:32](OC)(OC)OC.C(O)=O.C(O)(C(F)(F)F)=O, predict the reaction product. The product is: [Cl:1][C:2]1[C:9]2[N:10]=[CH:32][N:13]([CH2:14][C:15]3([CH3:31])[CH2:30][CH2:29][CH2:28][C:17]4([O:21][C:20](=[O:22])[N:19]([CH2:23][C:24]([CH3:26])([CH3:25])[CH3:27])[CH2:18]4)[CH2:16]3)[C:8]=2[CH:7]=[C:4]([C:5]#[N:6])[CH:3]=1.